Dataset: Kir2.1 potassium channel HTS with 301,493 compounds. Task: Binary Classification. Given a drug SMILES string, predict its activity (active/inactive) in a high-throughput screening assay against a specified biological target. (1) The compound is OC(CN1CCN(CC1)C(=O)c1ccccc1)COc1ccc(cc1)C(OCCC)=O. The result is 0 (inactive). (2) The molecule is O=C1N(N(C(=O)C1(CCCC)CC(OCC)=O)c1ccccc1)c1ccccc1. The result is 0 (inactive). (3) The compound is O1c2cc(c3nn(cc3CN(C(c3nocc3)C)C)C)ccc2OCC1. The result is 0 (inactive). (4) The compound is s1c(c(c2ccccc2)cc1)C(=O)NCc1cc(c(OC)cc1)C(OC)=O. The result is 0 (inactive). (5) The drug is Clc1c(OCCOCCNCc2ccccc2)c(Cl)ccc1. The result is 1 (active).